Dataset: Catalyst prediction with 721,799 reactions and 888 catalyst types from USPTO. Task: Predict which catalyst facilitates the given reaction. (1) Reactant: COC(=O)[C@H]([O:11][C:12]1[C:13](=[O:46])[N:14]([C:39]2[N:40]=[N:41][C:42]([CH3:45])=[CH:43][CH:44]=2)[C@H:15]([C:28]2[CH:33]=[CH:32][C:31]([O:34][C:35]([F:38])([F:37])[F:36])=[CH:30][CH:29]=2)[C:16]=1[C:17](=[O:27])[C:18]1[CH:23]=[CH:22][C:21]([CH:24]([CH3:26])[CH3:25])=[CH:20][CH:19]=1)C1C=CC=CC=1. Product: [OH:11][C:12]1[C:13](=[O:46])[N:14]([C:39]2[N:40]=[N:41][C:42]([CH3:45])=[CH:43][CH:44]=2)[C@H:15]([C:28]2[CH:33]=[CH:32][C:31]([O:34][C:35]([F:37])([F:38])[F:36])=[CH:30][CH:29]=2)[C:16]=1[C:17](=[O:27])[C:18]1[CH:23]=[CH:22][C:21]([CH:24]([CH3:26])[CH3:25])=[CH:20][CH:19]=1. The catalyst class is: 16. (2) Reactant: [NH2:1][C:2]1[N:7]=[C:6]([S:8][CH2:9][CH3:10])[N:5]([C:11]2[CH:16]=[CH:15][C:14]([O:17][CH2:18][C:19]([F:22])([F:21])[F:20])=[CH:13][CH:12]=2)[C:4](=[O:23])[C:3]=1Br.[SH:25][CH2:26][C:27](O)=[O:28].C(=O)([O-])O.[Na+]. Product: [CH2:9]([S:8][C:6]1[N:5]([C:11]2[CH:16]=[CH:15][C:14]([O:17][CH2:18][C:19]([F:22])([F:21])[F:20])=[CH:13][CH:12]=2)[C:4](=[O:23])[C:3]2[S:25][CH2:26][C:27](=[O:28])[NH:1][C:2]=2[N:7]=1)[CH3:10]. The catalyst class is: 11. (3) Reactant: [C:1]1([C:7]2[CH:11]=[C:10]([C:12]3[CH:17]=[CH:16][CH:15]=[CH:14][CH:13]=3)[N:9]([CH2:18][C:19]3[CH:38]=[CH:37][C:22]([CH2:23][NH:24][C:25]4[CH:30]=[CH:29][C:28]([CH2:31][CH2:32][C:33]([OH:35])=[O:34])=[C:27]([F:36])[CH:26]=4)=[CH:21][C:20]=3[O:39][CH:40]([CH3:42])[CH3:41])[N:8]=2)[CH:6]=[CH:5][CH:4]=[CH:3][CH:2]=1.[ClH:43].C(OCC)(=O)C. Product: [ClH:43].[ClH:43].[C:1]1([C:7]2[CH:11]=[C:10]([C:12]3[CH:17]=[CH:16][CH:15]=[CH:14][CH:13]=3)[N:9]([CH2:18][C:19]3[CH:38]=[CH:37][C:22]([CH2:23][NH:24][C:25]4[CH:30]=[CH:29][C:28]([CH2:31][CH2:32][C:33]([OH:35])=[O:34])=[C:27]([F:36])[CH:26]=4)=[CH:21][C:20]=3[O:39][CH:40]([CH3:42])[CH3:41])[N:8]=2)[CH:6]=[CH:5][CH:4]=[CH:3][CH:2]=1. The catalyst class is: 13. (4) Reactant: [N:1]1[C:9]2[C:4](=[N:5][CH:6]=[CH:7][CH:8]=2)[NH:3][C:2]=1[C:10]1[CH:11]=[CH:12][C:13]([O:19][CH3:20])=[C:14]([N+:16]([O-])=O)[CH:15]=1. Product: [N:1]1[C:9]2[C:4](=[N:5][CH:6]=[CH:7][CH:8]=2)[NH:3][C:2]=1[C:10]1[CH:11]=[CH:12][C:13]([O:19][CH3:20])=[C:14]([NH2:16])[CH:15]=1. The catalyst class is: 183. (5) Reactant: [OH:1][C:2]1[C:3]([CH3:18])=[C:4]2[C:12](=[C:13]([CH3:16])[C:14]=1[CH3:15])[O:11][C:7]1([CH2:10][CH2:9][CH2:8]1)[CH2:6][C:5]2=[O:17].C=O.[CH3:21]NC.O.Cl.[BH4-].[Na+]. Product: [OH:1][C:2]1[C:3]([CH3:18])=[C:4]2[C:12](=[C:13]([CH3:16])[C:14]=1[CH3:15])[O:11][C:7]1([CH2:8][CH2:9][CH2:10]1)[CH:6]([CH3:21])[C:5]2=[O:17]. The catalyst class is: 5. (6) Reactant: C(OC(=O)[NH:7][CH2:8][C:9]1[CH:10]=[C:11]([C:15]2[CH:20]=[C:19]([C:21]#[N:22])[CH:18]=[CH:17][C:16]=2[O:23]C)[CH:12]=[CH:13][CH:14]=1)(C)(C)C.[N:26]([Sn](CCCC)(CCCC)CCCC)=[N+:27]=[N-:28].C(OCC)(=O)C.Cl. Product: [NH2:7][CH2:8][C:9]1[CH:10]=[C:11]([C:15]2[C:16]([OH:23])=[CH:17][CH:18]=[C:19]([C:21]3[NH:22][N:28]=[N:27][N:26]=3)[CH:20]=2)[CH:12]=[CH:13][CH:14]=1. The catalyst class is: 11. (7) Reactant: BrC(Br)C.Cl[CH2:6][C:7]([C:10]1[CH:15]=[C:14]([CH3:16])[CH:13]=[CH:12][C:11]=1[O:17][CH3:18])([CH3:9])[CH3:8].[F:19][C:20]([F:31])([F:30])[C:21](O[C:21](=[O:22])[C:20]([F:31])([F:30])[F:19])=[O:22].Cl. Product: [F:19][C:20]([F:31])([F:30])[C:21](=[O:22])[CH2:6][C:7]([C:10]1[CH:15]=[C:14]([CH3:16])[CH:13]=[CH:12][C:11]=1[O:17][CH3:18])([CH3:9])[CH3:8]. The catalyst class is: 27. (8) Product: [O:21]1[CH2:22][CH2:26][O:27][CH:4]1[CH2:3][C:2](=[CH:1][C:29]1[O:28][CH:32]=[CH:31][CH:30]=1)[C:13]([O:17][CH2:18][CH3:19])=[O:20]. Reactant: [CH2:1]([Li])[CH2:2][CH2:3][CH3:4].C(NC(C)C)(C)C.[C:13](=[O:20])([O:17][CH2:18][CH3:19])OCC.[O:21]1C=CC=[C:22]1[CH:26]=[O:27].[O:28]1[CH2:32][CH2:31][CH2:30][CH2:29]1. The catalyst class is: 81.